Dataset: Full USPTO retrosynthesis dataset with 1.9M reactions from patents (1976-2016). Task: Predict the reactants needed to synthesize the given product. (1) Given the product [CH2:43]([O:42][C:40](=[O:41])[CH2:39][N:22]1[CH2:23][CH2:24][CH:19]([C:17]([N:14]2[CH2:15][CH2:16][N:11]3[C:10](=[O:25])[O:9][C:8]([C:2]4[CH:3]=[CH:4][CH:5]=[CH:6][CH:7]=4)([C:26]4[CH:27]=[CH:28][CH:29]=[CH:30][CH:31]=4)[CH:12]3[CH2:13]2)=[O:18])[CH2:20][CH2:21]1)[CH3:44], predict the reactants needed to synthesize it. The reactants are: Cl.[C:2]1([C:8]2([C:26]3[CH:31]=[CH:30][CH:29]=[CH:28][CH:27]=3)[CH:12]3[CH2:13][N:14]([C:17]([CH:19]4[CH2:24][CH2:23][NH:22][CH2:21][CH2:20]4)=[O:18])[CH2:15][CH2:16][N:11]3[C:10](=[O:25])[O:9]2)[CH:7]=[CH:6][CH:5]=[CH:4][CH:3]=1.C(=O)([O-])[O-].[K+].[K+].Br[CH2:39][C:40]([O:42][CH2:43][CH3:44])=[O:41]. (2) Given the product [CH3:2][O:3][C:4]1[CH:9]=[CH:8][N:7]=[C:6]([NH:10][C:11]2[CH:12]=[CH:13][C:14]([CH3:18])=[C:15]([O:17][CH2:26][CH:27]=[C:28]([CH3:30])[CH3:29])[CH:16]=2)[N:5]=1, predict the reactants needed to synthesize it. The reactants are: N[CH2:2][O:3][C:4]1[CH:9]=[CH:8][N:7]=[C:6]([NH:10][C:11]2[CH:12]=[CH:13][C:14]([CH3:18])=[C:15]([OH:17])[CH:16]=2)[N:5]=1.C([O-])([O-])=O.[Cs+].[Cs+].Br[CH2:26][CH:27]=[C:28]([CH3:30])[CH3:29]. (3) The reactants are: [NH2:1][C:2]1[C:7]([C:8]([C:10]2[CH:15]=[CH:14][C:13]([F:16])=[CH:12][CH:11]=2)=[O:9])=[CH:6][CH:5]=[CH:4][N:3]=1.[C:17]([O:21][C:22]([NH:24][CH:25]([C:29]1[S:30][CH:31]=[CH:32][CH:33]=1)[C:26](O)=[O:27])=[O:23])([CH3:20])([CH3:19])[CH3:18].C1CCC(N=C=NC2CCCCC2)CC1. Given the product [F:16][C:13]1[CH:12]=[CH:11][C:10]([C:8]([C:7]2[C:2]([NH:1][C:26](=[O:27])[CH:25]([NH:24][C:22](=[O:23])[O:21][C:17]([CH3:18])([CH3:20])[CH3:19])[C:29]3[S:30][CH:31]=[CH:32][CH:33]=3)=[N:3][CH:4]=[CH:5][CH:6]=2)=[O:9])=[CH:15][CH:14]=1, predict the reactants needed to synthesize it. (4) Given the product [CH3:18][N:14]([CH2:15][CH2:16][CH3:17])[C:12]1[C:11]([C:19]([F:21])([F:20])[F:22])=[CH:10][C:9]2[NH:23][C:24](=[O:40])[CH2:25][C:26]([C:27]3[CH:32]=[CH:31][CH:30]=[C:29]([C:33]4[CH:38]=[CH:37][N:36]=[CH:35][CH:34]=4)[CH:28]=3)=[N:7][C:8]=2[CH:13]=1, predict the reactants needed to synthesize it. The reactants are: C(OC(=O)[NH:7][C:8]1[CH:13]=[C:12]([N:14]([CH3:18])[CH2:15][CH2:16][CH3:17])[C:11]([C:19]([F:22])([F:21])[F:20])=[CH:10][C:9]=1[NH:23][C:24](=[O:40])[CH2:25][C:26](=O)[C:27]1[CH:32]=[CH:31][CH:30]=[C:29]([C:33]2[CH:38]=[CH:37][N:36]=[CH:35][CH:34]=2)[CH:28]=1)(C)(C)C.C(O)(C(F)(F)F)=O. (5) Given the product [Br:1][C:2]1[CH:9]=[C:8]([NH:10][N:11]=[C:20]([C:16]2[C:17](=[O:18])[O:19][C:13]([CH3:12])=[CH:14][C:15]=2[OH:23])[CH3:22])[CH:7]=[CH:6][C:3]=1[C:4]#[N:5], predict the reactants needed to synthesize it. The reactants are: [Br:1][C:2]1[CH:9]=[C:8]([NH:10][NH2:11])[CH:7]=[CH:6][C:3]=1[C:4]#[N:5].[CH3:12][C:13]1[O:19][C:17](=[O:18])[C:16]([C:20]([CH3:22])=O)=[C:15]([O-:23])[CH:14]=1.[Na+].Cl.O1CCOCC1. (6) The reactants are: [O:1]=[C:2]1[C:7]([CH2:8][C:9]2[CH:14]=[CH:13][C:12]([C:15]3[C:16]([C:21]#[N:22])=[CH:17][CH:18]=[CH:19][CH:20]=3)=[CH:11][CH:10]=2)=[C:6]([CH2:23][CH2:24][CH3:25])[N:5]2[N:26]=[CH:27][N:28]=[C:4]2[N:3]1[CH:29]1[CH2:34][CH2:33][C:32](=[O:35])[CH2:31][CH2:30]1.[CH3:36][CH:37]([OH:41])[CH:38](O)[CH3:39].[CH3:42]C1C=CC(S(O)(=O)=O)=CC=1.C(=O)([O-])O.[Na+]. Given the product [OH:41][C:37]([CH3:42])([CH3:36])[CH:38]([CH3:39])[O:35][C@H:32]1[CH2:31][CH2:30][C@H:29]([N:3]2[C:2](=[O:1])[C:7]([CH2:8][C:9]3[CH:10]=[CH:11][C:12]([C:15]4[C:16]([C:21]#[N:22])=[CH:17][CH:18]=[CH:19][CH:20]=4)=[CH:13][CH:14]=3)=[C:6]([CH2:23][CH2:24][CH3:25])[N:5]3[N:26]=[CH:27][N:28]=[C:4]23)[CH2:34][CH2:33]1, predict the reactants needed to synthesize it. (7) The reactants are: [F:1][C:2]([F:24])([F:23])[C:3]1[CH:4]=[C:5]([C:13]2[N:17]=[CH:16][N:15](/[CH:18]=[CH:19]\[C:20]([OH:22])=O)[N:14]=2)[CH:6]=[C:7]([C:9]([F:12])([F:11])[F:10])[CH:8]=1.[O:25]=[S:26]1(=[O:33])[CH2:30][CH2:29][CH:28]([NH:31][NH2:32])[CH2:27]1.C(P1(=O)OP(CCC)(=O)OP(CCC)(=O)O1)CC.CCN(C(C)C)C(C)C. Given the product [F:1][C:2]([F:23])([F:24])[C:3]1[CH:4]=[C:5]([C:13]2[N:17]=[CH:16][N:15](/[CH:18]=[CH:19]\[C:20]([NH:32][NH:31][CH:28]3[CH2:29][CH2:30][S:26](=[O:33])(=[O:25])[CH2:27]3)=[O:22])[N:14]=2)[CH:6]=[C:7]([C:9]([F:11])([F:10])[F:12])[CH:8]=1, predict the reactants needed to synthesize it. (8) Given the product [CH:20]([N:10]([C:11]([CH:13]1[CH2:14][CH2:15][C:16](=[CH2:19])[CH2:17][CH2:18]1)=[O:12])[C:9]1[CH:8]=[C:7]([C:23]2[CH:28]=[CH:27][CH:26]=[CH:25][CH:24]=2)[S:6][C:5]=1[C:3]([OH:4])=[O:2])([CH3:22])[CH3:21], predict the reactants needed to synthesize it. The reactants are: C[O:2][C:3]([C:5]1[S:6][C:7]([C:23]2[CH:28]=[CH:27][CH:26]=[CH:25][CH:24]=2)=[CH:8][C:9]=1[N:10]([CH:20]([CH3:22])[CH3:21])[C:11]([CH:13]1[CH2:18][CH2:17][C:16](=[CH2:19])[CH2:15][CH2:14]1)=[O:12])=[O:4].[Li+].[OH-]. (9) Given the product [C:16]([O:20][C:21]([N:23]1[C:31]2[C:26](=[CH:27][C:28]([NH:32][CH:11]3[CH2:12][CH2:13][CH2:14][N:9]([CH2:2][C:3]4[CH:8]=[CH:7][CH:6]=[CH:5][CH:4]=4)[CH2:10]3)=[CH:29][CH:30]=2)[CH:25]=[N:24]1)=[O:22])([CH3:19])([CH3:17])[CH3:18], predict the reactants needed to synthesize it. The reactants are: Cl.[CH2:2]([N:9]1[CH2:14][CH2:13][CH2:12][C:11](=O)[CH2:10]1)[C:3]1[CH:8]=[CH:7][CH:6]=[CH:5][CH:4]=1.[C:16]([O:20][C:21]([N:23]1[C:31]2[C:26](=[CH:27][C:28]([NH2:32])=[CH:29][CH:30]=2)[CH:25]=[N:24]1)=[O:22])([CH3:19])([CH3:18])[CH3:17].CC(O)=O.[BH-](OC(C)=O)(OC(C)=O)OC(C)=O.[Na+].